Dataset: Full USPTO retrosynthesis dataset with 1.9M reactions from patents (1976-2016). Task: Predict the reactants needed to synthesize the given product. Given the product [N+:12]([CH2:11][CH:4]([CH2:3][CH:2]([CH3:15])[CH3:1])[CH2:5][C:6]([OH:8])=[O:7])([O-:14])=[O:13], predict the reactants needed to synthesize it. The reactants are: [CH3:1][CH:2]([CH3:15])[CH2:3][CH:4]([CH2:11][N+:12]([O-:14])=[O:13])[CH2:5][C:6]([O:8]CC)=[O:7].[OH-].[Li+].